This data is from Full USPTO retrosynthesis dataset with 1.9M reactions from patents (1976-2016). The task is: Predict the reactants needed to synthesize the given product. (1) Given the product [O:51]=[C:44]1[C:45]2[C:50](=[CH:49][CH:48]=[CH:47][CH:46]=2)[C:41]([O:40][CH2:39][CH2:38][CH2:37][CH2:36][CH2:35][CH2:34][O:29][C:28]2[CH:30]=[CH:31][C:25]([C:24]3[NH:23][C:20]4[CH:21]=[CH:22][C:17]([C:15]5[NH:14][C:11]6[CH:12]=[CH:13][C:8]([N:5]7[CH2:6][CH2:7][N:2]([CH3:1])[CH2:3][CH2:4]7)=[CH:9][C:10]=6[N:16]=5)=[CH:18][C:19]=4[N:32]=3)=[CH:26][CH:27]=2)=[CH:42][C:43]1=[O:52], predict the reactants needed to synthesize it. The reactants are: [CH3:1][N:2]1[CH2:7][CH2:6][N:5]([C:8]2[CH:13]=[CH:12][C:11]3[N:14]=[C:15]([C:17]4[CH:22]=[CH:21][C:20]5[NH:23][C:24]([NH:32][C:19]=5[CH:18]=4)=[C:25]4[CH:31]=[CH:30][C:28](=[O:29])[CH:27]=[CH:26]4)[NH:16][C:10]=3[CH:9]=2)[CH2:4][CH2:3]1.I[CH2:34][CH2:35][CH2:36][CH2:37][CH2:38][CH2:39][O:40][C:41]1[C:50]2[C:45](=[CH:46][CH:47]=[CH:48][CH:49]=2)[C:44](=[O:51])[C:43](=[O:52])[CH:42]=1. (2) Given the product [F:27][C:24]1[CH:23]=[CH:22][C:21]([C:20]2[N:19]=[N:18][N:17]([CH3:28])[C:16]=2[CH2:15][O:14][C:11]2[N:12]=[CH:13][C:8]([C:6]([OH:7])=[O:5])=[N:9][CH:10]=2)=[CH:26][CH:25]=1, predict the reactants needed to synthesize it. The reactants are: O.[OH-].[Li+].C[O:5][C:6]([C:8]1[CH:13]=[N:12][C:11]([O:14][CH2:15][C:16]2[N:17]([CH3:28])[N:18]=[N:19][C:20]=2[C:21]2[CH:26]=[CH:25][C:24]([F:27])=[CH:23][CH:22]=2)=[CH:10][N:9]=1)=[O:7]. (3) Given the product [NH3:7].[CH2:1]([N:7]1[CH2:8][CH2:9][C:10]([CH3:13])([C:14]2[CH:19]=[CH:18][CH:17]=[C:16]([C:20]3[N:21]=[CH:25][NH:27][N:28]=3)[CH:15]=2)[CH:29]([CH3:30])[CH2:12]1)[CH2:2][CH2:3][CH2:4][CH2:5][CH3:6], predict the reactants needed to synthesize it. The reactants are: [CH2:1]([N:7]1[CH2:12]C[C:10]([C:14]2[CH:19]=[CH:18][CH:17]=[C:16]([C:20](OC)=[NH:21])[CH:15]=2)([CH3:13])[CH:9](C)[CH2:8]1)[CH2:2][CH2:3][CH2:4][CH2:5][CH3:6].[CH:25]([NH:27][NH2:28])=O.[CH2:29](O)[CH3:30]. (4) Given the product [NH2:8][C@@H:9]1[C:23](=[O:24])[N:22]2[CH2:25][C@H:26]([O:28][C:29]3[C:30]4[CH:43]=[CH:42][S:41][C:31]=4[N:32]=[C:33]([C:35]4[CH:40]=[CH:39][CH:38]=[CH:37][N:36]=4)[N:34]=3)[CH2:27][C@H:21]2[C:20](=[O:44])[NH:19][C@:18]2([C:46]([O:48][CH3:49])=[O:47])[CH2:45][C@H:17]2[CH:16]=[CH:15][CH2:14][CH2:13][CH2:12][CH2:11][CH2:10]1, predict the reactants needed to synthesize it. The reactants are: C(OC([NH:8][C@@H:9]1[C:23](=[O:24])[N:22]2[CH2:25][C@H:26]([O:28][C:29]3[C:30]4[CH:43]=[CH:42][S:41][C:31]=4[N:32]=[C:33]([C:35]4[CH:40]=[CH:39][CH:38]=[CH:37][N:36]=4)[N:34]=3)[CH2:27][C@H:21]2[C:20](=[O:44])[NH:19][C@:18]2([C:46]([O:48][CH3:49])=[O:47])[CH2:45][C@H:17]2[CH:16]=[CH:15][CH2:14][CH2:13][CH2:12][CH2:11][CH2:10]1)=O)(C)(C)C.FC(F)(F)C(O)=O. (5) Given the product [CH3:14][O:8][C:7]([C:3]1[S:4][CH:5]=[CH:6][C:2]=1[Br:1])=[O:9], predict the reactants needed to synthesize it. The reactants are: [Br:1][C:2]1[CH:6]=[CH:5][S:4][C:3]=1[C:7]([OH:9])=[O:8].O=S(Cl)Cl.[CH3:14]O. (6) Given the product [CH3:23][CH:22]([CH3:24])[CH2:21][C@H:15]([NH:14][C:12]([C@@H:9]1[CH2:10][CH2:11][N:8]1[C:6]([O:5][C:2]([CH3:1])([CH3:3])[CH3:4])=[O:7])=[O:13])/[CH:16]=[CH:17]/[C:18]([N:59]([CH3:58])[C:60]1[S:61][C:62]([C:65]([F:68])([F:67])[F:66])=[N:63][N:64]=1)=[O:20], predict the reactants needed to synthesize it. The reactants are: [CH3:1][C:2]([O:5][C:6]([N:8]1[CH2:11][CH2:10][C@H:9]1[C:12]([NH:14][C@@H:15]([CH2:21][CH:22]([CH3:24])[CH3:23])/[CH:16]=[CH:17]/[C:18]([OH:20])=O)=[O:13])=[O:7])([CH3:4])[CH3:3].CN(C(ON1N=NC2C=CC=NC1=2)=[N+](C)C)C.F[P-](F)(F)(F)(F)F.CCN(C(C)C)C(C)C.[CH3:58][NH:59][C:60]1[S:61][C:62]([C:65]([F:68])([F:67])[F:66])=[N:63][N:64]=1.